Dataset: Reaction yield outcomes from USPTO patents with 853,638 reactions. Task: Predict the reaction yield, written as a fraction of the theoretical maximum amount of product (1.0 means a 100% yield; for example, 0.34 means a 34% yield). (1) The reactants are [CH2:1]([CH:5]1[CH2:14][C:13]2[C:8](=[CH:9][CH:10]=[CH:11][CH:12]=2)[CH2:7][N:6]1[C:15](=[O:20])[C:16]([F:19])([F:18])[F:17])[CH:2]([CH3:4])[CH3:3].[Cl-].[Al+3].[Cl-].[Cl-].[C:25](Cl)(=[O:27])[CH3:26]. The catalyst is C(=S)=S. The product is [C:25]([C:10]1[CH:9]=[C:8]2[C:13]([CH2:14][CH:5]([CH2:1][CH:2]([CH3:4])[CH3:3])[N:6]([C:15](=[O:20])[C:16]([F:17])([F:18])[F:19])[CH2:7]2)=[CH:12][CH:11]=1)(=[O:27])[CH3:26]. The yield is 0.910. (2) The reactants are [CH2:1]([C:3]([C:21]1[CH:34]=[CH:33][C:24]([CH:25]=[C:26]2[S:30][C:29](=[O:31])[NH:28][C:27]2=[O:32])=[C:23]([CH3:35])[CH:22]=1)([C:6]1[CH:11]=[CH:10][C:9]([O:12][CH2:13][CH:14]([OH:19])[C:15]([CH3:18])([CH3:17])[CH3:16])=[C:8]([CH3:20])[CH:7]=1)[CH2:4][CH3:5])[CH3:2]. The catalyst is CO. The product is [CH2:1]([C:3]([C:21]1[CH:34]=[CH:33][C:24]([CH2:25][CH:26]2[S:30][C:29](=[O:31])[NH:28][C:27]2=[O:32])=[C:23]([CH3:35])[CH:22]=1)([C:6]1[CH:11]=[CH:10][C:9]([O:12][CH2:13][CH:14]([OH:19])[C:15]([CH3:17])([CH3:18])[CH3:16])=[C:8]([CH3:20])[CH:7]=1)[CH2:4][CH3:5])[CH3:2]. The yield is 0.340. (3) The reactants are [Br:1][C:2]1[CH:3]=[N:4][N:5]2[C:10](Cl)=[CH:9][C:8]([C:12]3[CH:17]=[CH:16][CH:15]=[CH:14][C:13]=3[Cl:18])=[N:7][C:6]=12.[C:19]([O:23][C:24]([N:26]1[CH2:31][CH2:30][CH2:29][CH2:28][CH:27]1[CH2:32][CH2:33][NH2:34])=[O:25])([CH3:22])([CH3:21])[CH3:20].C(N(C(C)C)CC)(C)C. The catalyst is O1CCOCC1. The product is [C:19]([O:23][C:24]([N:26]1[CH2:31][CH2:30][CH2:29][CH2:28][CH:27]1[CH2:32][CH2:33][NH:34][C:10]1[N:5]2[N:4]=[CH:3][C:2]([Br:1])=[C:6]2[N:7]=[C:8]([C:12]2[CH:17]=[CH:16][CH:15]=[CH:14][C:13]=2[Cl:18])[CH:9]=1)=[O:25])([CH3:22])([CH3:21])[CH3:20]. The yield is 0.790. (4) The reactants are [C:1]1(=[O:12])[C:10]2[C:5](=[CH:6][CH:7]=[CH:8][CH:9]=2)[C:4](=[O:11])[CH:3]=[CH:2]1.[NH:13]([C:19]([O:21][C:22]([CH3:25])([CH3:24])[CH3:23])=[O:20])[CH2:14][CH2:15]C(O)=O.O. The catalyst is CC#N.[N+]([O-])([O-])=O.[Ag+]. The product is [C:22]([O:21][C:19]([NH:13][CH2:14][CH2:15][C:2]1[C:1](=[O:12])[C:10]2[C:5](=[CH:6][CH:7]=[CH:8][CH:9]=2)[C:4](=[O:11])[CH:3]=1)=[O:20])([CH3:25])([CH3:24])[CH3:23]. The yield is 0.270. (5) The reactants are [F:1][C:2]([F:8])([F:7])[CH2:3][C:4](O)=[O:5].C(Cl)(=O)C(Cl)=O.[O:15]1[CH:19]=[CH:18][CH:17]=[C:16]1[C:20]1[N:25]=[C:24]([NH2:26])[CH:23]=[C:22]([N:27]2[CH:31]=[CH:30][CH:29]=[N:28]2)[N:21]=1.N1C=CC=CC=1. The catalyst is C(Cl)Cl.CN(C=O)C. The product is [F:1][C:2]([F:8])([F:7])[CH2:3][C:4]([NH:26][C:24]1[CH:23]=[C:22]([N:27]2[CH:31]=[CH:30][CH:29]=[N:28]2)[N:21]=[C:20]([C:16]2[O:15][CH:19]=[CH:18][CH:17]=2)[N:25]=1)=[O:5]. The yield is 0.870.